Dataset: Reaction yield outcomes from USPTO patents with 853,638 reactions. Task: Predict the reaction yield, written as a fraction of the theoretical maximum amount of product (1.0 means a 100% yield; for example, 0.34 means a 34% yield). (1) The reactants are [CH2:1]([OH:10])[CH2:2][CH2:3][CH2:4][CH2:5][CH2:6][CH2:7][CH2:8][OH:9].[H-].[Na+].[F:13][C:14]1[CH:15]=[C:16]([CH:19]=[CH:20][C:21]=1[F:22])[CH2:17]Br. The catalyst is O1CCCC1.CN(C)C=O.CN(C)C=O. The product is [F:13][C:14]1[CH:15]=[C:16]([CH:19]=[CH:20][C:21]=1[F:22])[CH2:17][O:9][CH2:8][CH2:7][CH2:6][CH2:5][CH2:4][CH2:3][CH2:2][CH2:1][OH:10]. The yield is 0.460. (2) The reactants are Br[C:2]1[CH:23]=[CH:22][CH:21]=[CH:20][C:3]=1[C:4]([NH:6][S:7]([C:10]1[CH:15]=[CH:14][CH:13]=[CH:12][C:11]=1[S:16](=[O:19])(=[O:18])[NH2:17])(=[O:9])=[O:8])=[O:5].C(=O)([O-])[O-].[K+].[K+].[CH3:30][C:31]([OH:50])([C:33]#[C:34][C:35]1[CH:40]=[CH:39][CH:38]=[C:37](B2OC(C)(C)C(C)(C)O2)[CH:36]=1)[CH3:32].O. The catalyst is O1CCCC1.C1C=CC(P(C2C=CC=CC=2)[C-]2C=CC=C2)=CC=1.C1C=CC(P(C2C=CC=CC=2)[C-]2C=CC=C2)=CC=1.Cl[Pd]Cl.[Fe+2]. The product is [OH:50][C:31]([CH3:32])([CH3:30])[C:33]#[C:34][C:35]1[CH:36]=[C:37]([C:2]2[C:3]([C:4]([NH:6][S:7]([C:10]3[CH:15]=[CH:14][CH:13]=[CH:12][C:11]=3[S:16](=[O:19])(=[O:18])[NH2:17])(=[O:9])=[O:8])=[O:5])=[CH:20][CH:21]=[CH:22][CH:23]=2)[CH:38]=[CH:39][CH:40]=1. The yield is 0.0200. (3) The reactants are [Mg].Br[C:3]1[CH:8]=[CH:7][C:6]([F:9])=[CH:5][CH:4]=1.[CH3:10][C:11]1[CH:18]=[C:17]([CH3:19])[CH:16]=[CH:15][C:12]=1[CH:13]=[O:14].[Cl-].[NH4+]. The catalyst is C1COCC1.II.BrC1C=CC(F)=CC=1. The product is [CH3:10][C:11]1[CH:18]=[C:17]([CH3:19])[CH:16]=[CH:15][C:12]=1[CH:13]([C:3]1[CH:8]=[CH:7][C:6]([F:9])=[CH:5][CH:4]=1)[OH:14]. The yield is 1.00. (4) No catalyst specified. The yield is 0.602. The product is [Cl:20][C:21]1[N:26]=[C:25]([CH2:27][C:4]([C:3]2[C:2]([F:1])=[C:11]([NH:12][C:13](=[O:14])[O:15][CH2:16][CH:17]=[CH2:18])[CH:10]=[CH:9][C:8]=2[F:19])=[O:6])[CH:24]=[CH:23][N:22]=1. The reactants are [F:1][C:2]1[C:11]([NH:12][C:13]([O:15][CH2:16][CH:17]=[CH2:18])=[O:14])=[CH:10][CH:9]=[C:8]([F:19])[C:3]=1[C:4]([O:6]C)=O.[Cl:20][C:21]1[N:26]=[C:25]([CH3:27])[CH:24]=[CH:23][N:22]=1. (5) The reactants are COCCO[AlH2-]OCCOC.[Na+].[F:13][C:14]1[CH:19]=[CH:18][C:17]([C:20]2[C:29]3[CH2:28][CH2:27][C:26](=O)[NH:25][C:24]=3[N:23]=[C:22]([CH:31]([CH3:33])[CH3:32])[C:21]=2[C:34]([O:36][CH3:37])=[O:35])=[CH:16][CH:15]=1. The catalyst is C1(C)C=CC=CC=1.C1COCC1. The product is [F:13][C:14]1[CH:19]=[CH:18][C:17]([C:20]2[C:29]3[CH2:28][CH2:27][CH2:26][NH:25][C:24]=3[N:23]=[C:22]([CH:31]([CH3:32])[CH3:33])[C:21]=2[C:34]([O:36][CH3:37])=[O:35])=[CH:16][CH:15]=1. The yield is 0.920.